Dataset: Forward reaction prediction with 1.9M reactions from USPTO patents (1976-2016). Task: Predict the product of the given reaction. (1) Given the reactants [NH:1]1[CH2:8][CH2:7][CH2:6][C@H:2]1[C:3]([OH:5])=[O:4].S(Cl)([Cl:11])=O.[CH3:13]O, predict the reaction product. The product is: [ClH:11].[CH3:13][O:4][C:3](=[O:5])[C@@H:2]1[CH2:6][CH2:7][CH2:8][NH:1]1. (2) Given the reactants [F:1][C:2]1[CH:7]=[C:6]([C:8]2[CH:9]=[N:10][N:11]([CH3:13])[CH:12]=2)[CH:5]=[CH:4][C:3]=1[NH:14][C:15]1[C:19]2[CH2:20][N:21]([C:24](=[O:26])[CH3:25])[CH2:22][CH2:23][C:18]=2[N:17]([C:27]2([CH2:32]S(C3C=CC=CC=3)(=O)=O)[CH2:31][CH2:30][O:29][CH2:28]2)[N:16]=1.O, predict the reaction product. The product is: [F:1][C:2]1[CH:7]=[C:6]([C:8]2[CH:9]=[N:10][N:11]([CH3:13])[CH:12]=2)[CH:5]=[CH:4][C:3]=1[NH:14][C:15]1[C:19]2[CH2:20][N:21]([C:24](=[O:26])[CH3:25])[CH2:22][CH2:23][C:18]=2[N:17]([C:27]2([CH3:32])[CH2:31][CH2:30][O:29][CH2:28]2)[N:16]=1. (3) Given the reactants [F:1][C:2]1[CH:10]=[CH:9][C:5]([C:6]([OH:8])=[O:7])=[CH:4][C:3]=1[OH:11].S(=O)(=O)(O)O.O.C([O-])(O)=O.[Na+].[CH3:23][CH2:24]O, predict the reaction product. The product is: [CH2:23]([O:7][C:6](=[O:8])[C:5]1[CH:9]=[CH:10][C:2]([F:1])=[C:3]([OH:11])[CH:4]=1)[CH3:24]. (4) The product is: [CH3:17][C:15]1[S:16][C:12]2[CH:11]=[CH:10][C:9]([NH:8][C:6]3[CH:5]=[N:4][CH:3]=[C:2]([C:22]4[CH:23]=[CH:24][N:19]=[CH:20][CH:21]=4)[N:7]=3)=[CH:18][C:13]=2[N:14]=1. Given the reactants Cl[C:2]1[N:7]=[C:6]([NH:8][C:9]2[CH:10]=[CH:11][C:12]3[S:16][C:15]([CH3:17])=[N:14][C:13]=3[CH:18]=2)[CH:5]=[N:4][CH:3]=1.[N:19]1[CH:24]=[CH:23][C:22](B(O)O)=[CH:21][CH:20]=1.C(=O)([O-])[O-].[Na+].[Na+], predict the reaction product. (5) The product is: [Cl:26][C:25]1[C:15]([NH:14][CH2:13][C:12]([NH:11][C:6](=[O:7])[C:5]2[CH:9]=[CH:10][C:2]([F:1])=[CH:3][CH:4]=2)([CH3:28])[CH3:27])=[N:16][CH:17]=[C:18]([CH:24]=1)[C:19]([O:21][CH2:22][CH3:23])=[O:20]. Given the reactants [F:1][C:2]1[CH:10]=[CH:9][C:5]([C:6](Cl)=[O:7])=[CH:4][CH:3]=1.[NH2:11][C:12]([CH3:28])([CH3:27])[CH2:13][NH:14][C:15]1[C:25]([Cl:26])=[CH:24][C:18]([C:19]([O:21][CH2:22][CH3:23])=[O:20])=[CH:17][N:16]=1.CCN(CC)CC.C(=O)([O-])O.[Na+], predict the reaction product. (6) Given the reactants C(O[C:4]([C:6]1[CH:7]=[C:8]2[C:12](=[CH:13][CH:14]=1)[NH:11][N:10]=[C:9]2[C:15]1[CH:24]=[CH:23][C:22]2[C:17](=[CH:18][CH:19]=[C:20]([O:25][CH2:26][CH2:27][C:28]3[CH:33]=[CH:32][CH:31]=[CH:30][N:29]=3)[CH:21]=2)[CH:16]=1)=[NH:5])C.[NH2:34][NH:35][C:36](=O)[CH2:37][N:38]1[CH2:42][CH2:41][CH2:40][CH2:39]1, predict the reaction product. The product is: [N:29]1[CH:30]=[CH:31][CH:32]=[CH:33][C:28]=1[CH2:27][CH2:26][O:25][C:20]1[CH:19]=[CH:18][C:17]2[C:22](=[CH:23][CH:24]=[C:15]([C:9]3[C:8]4[C:12](=[CH:13][CH:14]=[C:6]([C:4]5[NH:34][N:35]=[C:36]([CH2:37][N:38]6[CH2:42][CH2:41][CH2:40][CH2:39]6)[N:5]=5)[CH:7]=4)[NH:11][N:10]=3)[CH:16]=2)[CH:21]=1. (7) Given the reactants [CH3:1][C:2]([CH3:5])([O-])[CH3:3].[K+].Cl.[F:8][C:9]1[CH:10]=[C:11]2[C:16](=[CH:17][CH:18]=1)[CH2:15][NH:14][CH2:13][CH2:12]2.BrC1C=C(C)C([NH:27][C:28](=[O:34])[CH2:29][C:30]([CH3:33])([CH3:32])[CH3:31])=C(C)C=1, predict the reaction product. The product is: [F:8][C:9]1[CH:10]=[C:11]2[C:16](=[CH:17][CH:18]=1)[CH2:15][N:14]([C:10]1[CH:9]=[C:18]([CH3:17])[C:3]([CH:29]([C:30]([CH3:33])([CH3:32])[CH3:31])[C:28]([NH2:27])=[O:34])=[C:2]([CH3:5])[CH:1]=1)[CH2:13][CH2:12]2. (8) Given the reactants [CH3:1][O:2][C:3](=[O:63])[C@@H:4]([NH:25][C:26](=[O:62])[C@@H:27]([NH:51]C(OCC1C=CC=CC=1)=O)[CH2:28][C:29]1[CH:34]=[CH:33][C:32]([O:35][CH2:36][C:37]2[CH:42]=[CH:41][CH:40]=[CH:39][CH:38]=2)=[C:31]([O:43][CH2:44][C:45]2[CH:50]=[CH:49][CH:48]=[CH:47][CH:46]=2)[CH:30]=1)[CH2:5][C:6]1[CH:11]=[CH:10][C:9]([O:12][CH2:13][C:14]2[CH:19]=[CH:18][CH:17]=[CH:16][CH:15]=2)=[C:8]([O:20][C:21](=[O:24])[NH:22][CH3:23])[CH:7]=1.C([Cl:71])C1C=CC=CC=1.[H][H], predict the reaction product. The product is: [Cl-:71].[CH2:13]([O:12][C:9]1[CH:10]=[CH:11][C:6]([CH2:5][C@H:4]([NH:25][C:26]([C@@H:27]([NH3+:51])[CH2:28][C:29]2[CH:34]=[CH:33][C:32]([O:35][CH2:36][C:37]3[CH:38]=[CH:39][CH:40]=[CH:41][CH:42]=3)=[C:31]([O:43][CH2:44][C:45]3[CH:46]=[CH:47][CH:48]=[CH:49][CH:50]=3)[CH:30]=2)=[O:62])[C:3]([O:2][CH3:1])=[O:63])=[CH:7][C:8]=1[O:20][C:21](=[O:24])[NH:22][CH3:23])[C:14]1[CH:15]=[CH:16][CH:17]=[CH:18][CH:19]=1.